Dataset: Catalyst prediction with 721,799 reactions and 888 catalyst types from USPTO. Task: Predict which catalyst facilitates the given reaction. (1) Reactant: [CH3:1][Si:2](N[Si:2]([CH3:4])([CH3:3])[CH3:1])([CH3:4])[CH3:3].C([Li])CCC.[F:15][C:16]1[CH:17]=[CH:18][C:19]([CH3:24])=[C:20]([CH:23]=1)[CH:21]=O.C[Si](Cl)(C)C.[CH2:30]([N:32](CC)CC)[CH3:31].C(Cl)(=[O:39])C. Product: [F:15][C:16]1[CH:17]=[CH:18][C:19]([CH3:24])=[C:20]([CH:21]=[N:32][C:30]([O:39][Si:2]([CH3:4])([CH3:3])[CH3:1])=[CH2:31])[CH:23]=1. The catalyst class is: 469. (2) Reactant: I[C:2]1[CH:29]=[CH:28][C:5]2[N:6]([CH2:9][C:10]3[CH:15]=[CH:14][C:13]([O:16][CH2:17][C:18]4[CH:19]=[N:20][C:21]([O:24][CH3:25])=[CH:22][CH:23]=4)=[C:12]([O:26][CH3:27])[CH:11]=3)[CH:7]=[N:8][C:4]=2[CH:3]=1.C(=O)([O-])[O-].[K+].[K+].[CH3:36][N:37](C)C=O. Product: [CH3:27][O:26][C:12]1[CH:11]=[C:10]([CH:15]=[CH:14][C:13]=1[O:16][CH2:17][C:18]1[CH:19]=[N:20][C:21]([O:24][CH3:25])=[CH:22][CH:23]=1)[CH2:9][N:6]1[C:5]2[CH:28]=[CH:29][C:2]([C:36]#[N:37])=[CH:3][C:4]=2[N:8]=[CH:7]1. The catalyst class is: 267. (3) Reactant: [Cl:1][C:2]1[C:3](F)=[N:4][CH:5]=[CH:6][CH:7]=1.[F:9][C:10]([F:15])([F:14])[C@H:11]([OH:13])[CH3:12].C([O-])([O-])=O.[Cs+].[Cs+]. Product: [Cl:1][C:2]1[C:3]([O:13][C@H:11]([CH3:12])[C:10]([F:15])([F:14])[F:9])=[N:4][CH:5]=[CH:6][CH:7]=1. The catalyst class is: 16. (4) Reactant: [Br:1][C:2]1[CH:3]=[C:4]([C:9]#[C:10][C:11]2[CH:12]=[C:13]([S:18]([CH3:21])(=[O:20])=[O:19])[N:14]([CH2:16][CH3:17])[CH:15]=2)[CH:5]=[CH:6][C:7]=1[F:8].C([O-])(O)=[O:23].[Na+].[O-]S([O-])(=O)=O.[Mg+2].[O-][Mn](=O)(=O)=O.[K+].[OH2:39]. Product: [Br:1][C:2]1[CH:3]=[C:4]([C:9](=[O:23])[C:10]([C:11]2[CH:12]=[C:13]([S:18]([CH3:21])(=[O:20])=[O:19])[N:14]([CH2:16][CH3:17])[CH:15]=2)=[O:39])[CH:5]=[CH:6][C:7]=1[F:8]. The catalyst class is: 21. (5) Reactant: [CH3:1][C:2]1([CH3:10])[CH2:9][C:7](=O)[CH2:6][C:4](=[O:5])[CH2:3]1.[C:11](#[N:17])[CH:12]([CH2:14][C:15]#[N:16])[OH:13].N1CCCCC1. Product: [CH3:10][C:2]1([CH3:1])[CH2:3][C:4](=[O:5])[CH2:6][C:7](=[C:14]([C:15]#[N:16])[CH:12]([OH:13])[C:11]#[N:17])[CH2:9]1. The catalyst class is: 14. (6) Reactant: [N:1]1[N:13]2[C:4]([N:5]=[C:6]3[C:11](=[C:12]2[C:14]2[CH:19]=[CH:18][C:17]([OH:20])=[CH:16][CH:15]=2)[CH2:10][CH2:9][CH2:8][CH2:7]3)=[CH:3][CH:2]=1.N1N2C(N=C3CCCCCC3=[C:28]2[C:30]2[CH:35]=[CH:34][C:33](O)=[CH:32][CH:31]=2)=CC=1.C(OC1C=CC(C2C=C3N=C4C(=CN3N=2)CCCC4)=CC=1)C1C=CC=CC=1.[H][H]. Product: [CH2:28]([O:20][C:17]1[CH:16]=[CH:15][C:14]([C:12]2[N:13]3[N:1]=[CH:2][CH:3]=[C:4]3[N:5]=[C:6]3[C:11]=2[CH2:10][CH2:9][CH2:8][CH2:7]3)=[CH:19][CH:18]=1)[C:30]1[CH:35]=[CH:34][CH:33]=[CH:32][CH:31]=1. The catalyst class is: 45.